From a dataset of Catalyst prediction with 721,799 reactions and 888 catalyst types from USPTO. Predict which catalyst facilitates the given reaction. (1) Product: [CH3:14][C:13]1[N:8]2[C:9]([S:10][C:6]([C:4]([OH:5])=[O:3])=[N:7]2)=[CH:11][N:12]=1. Reactant: C([O:3][C:4]([C:6]1[S:10][C:9]2=[CH:11][N:12]=[C:13]([CH3:14])[N:8]2[N:7]=1)=[O:5])C.[OH-].[Na+]. The catalyst class is: 1. (2) Reactant: [C:1]([C:5]1[N:10]=[C:9]([N:11]2[CH2:16][CH2:15][N:14]([CH2:17][CH2:18][CH2:19][CH2:20][NH2:21])[CH2:13][CH2:12]2)[CH:8]=[C:7]([C:22]([F:25])([F:24])[F:23])[N:6]=1)([CH3:4])([CH3:3])[CH3:2].C1N=CN([C:31](N2C=NC=C2)=[O:32])C=1.[C:38]1([CH3:50])[CH:43]=[CH:42][CH:41]=[CH:40][C:39]=1[N:44]1[CH2:49][CH2:48][NH:47][CH2:46][CH2:45]1. Product: [C:1]([C:5]1[N:10]=[C:9]([N:11]2[CH2:16][CH2:15][N:14]([CH2:17][CH2:18][CH2:19][CH2:20][NH:21][C:31]([N:47]3[CH2:46][CH2:45][N:44]([C:39]4[CH:40]=[CH:41][CH:42]=[CH:43][C:38]=4[CH3:50])[CH2:49][CH2:48]3)=[O:32])[CH2:13][CH2:12]2)[CH:8]=[C:7]([C:22]([F:24])([F:25])[F:23])[N:6]=1)([CH3:4])([CH3:2])[CH3:3]. The catalyst class is: 147. (3) Reactant: [Cl:1][C:2]1[N:7]=[C:6](S(C)(=O)=O)[N:5]=[C:4]([C:12]2[C:20]3[C:15](=[N:16][CH:17]=[CH:18][CH:19]=3)[N:14]([S:21]([C:24]3[CH:29]=[CH:28][CH:27]=[CH:26][CH:25]=3)(=[O:23])=[O:22])[CH:13]=2)[CH:3]=1.[C@H:30]1([NH2:37])[CH2:35][CH2:34][C@H:33]([NH2:36])[CH2:32][CH2:31]1.C(N(CC)CC)C. Product: [Cl:1][C:2]1[CH:3]=[C:4]([C:12]2[C:20]3[C:15](=[N:16][CH:17]=[CH:18][CH:19]=3)[N:14]([S:21]([C:24]3[CH:29]=[CH:28][CH:27]=[CH:26][CH:25]=3)(=[O:23])=[O:22])[CH:13]=2)[N:5]=[C:6]([NH:36][C@H:33]2[CH2:34][CH2:35][C@H:30]([NH2:37])[CH2:31][CH2:32]2)[N:7]=1. The catalyst class is: 12. (4) Reactant: [N:1]1[CH:6]=[CH:5][CH:4]=[CH:3][N:2]=1.CC1CCCN(C)C1(C)C.[Li].[O:18]1[C:22]2([CH2:27][CH2:26][C:25](=[O:28])[CH2:24][CH2:23]2)[O:21][CH2:20][CH2:19]1. Product: [N:1]1[CH:6]=[CH:5][CH:4]=[C:3]([C:25]2([OH:28])[CH2:26][CH2:27][C:22]3([O:21][CH2:20][CH2:19][O:18]3)[CH2:23][CH2:24]2)[N:2]=1. The catalyst class is: 1.